From a dataset of Forward reaction prediction with 1.9M reactions from USPTO patents (1976-2016). Predict the product of the given reaction. The product is: [NH2:12][C:9]1[CH:8]=[CH:7][C:6]([CH2:5][C:4]([O:3][CH2:1][CH3:2])=[O:13])=[CH:11][C:10]=1[Cl:14]. Given the reactants [CH2:1]([O:3][C:4](=[O:13])[CH2:5][C:6]1[CH:11]=[CH:10][C:9]([NH2:12])=[CH:8][CH:7]=1)[CH3:2].[Cl:14]N1C(=O)CCC1=O, predict the reaction product.